From a dataset of Peptide-MHC class II binding affinity with 134,281 pairs from IEDB. Regression. Given a peptide amino acid sequence and an MHC pseudo amino acid sequence, predict their binding affinity value. This is MHC class II binding data. The peptide sequence is ATAANAAPANDKFTV. The MHC is HLA-DQA10201-DQB10202 with pseudo-sequence HLA-DQA10201-DQB10202. The binding affinity (normalized) is 0.0252.